This data is from Reaction yield outcomes from USPTO patents with 853,638 reactions. The task is: Predict the reaction yield, written as a fraction of the theoretical maximum amount of product (1.0 means a 100% yield; for example, 0.34 means a 34% yield). (1) The reactants are [F:1][C:2]1[CH:48]=[CH:47][C:5]([CH2:6][N:7]2[C:16](=[O:17])[C:15]([C:18]3[NH:23][C:22]4[S:24][CH:25]=[C:26]([CH2:27][NH:28][S:29]([NH:32]C(=O)OCC5C=CC=CC=5)(=[O:31])=[O:30])[C:21]=4[S:20](=[O:44])(=[O:43])[N:19]=3)=[C:14]([OH:45])[C@H:13]3[C@@H:8]2[C@H:9]2[CH2:46][C@@H:12]3[CH2:11][CH2:10]2)=[CH:4][CH:3]=1. The catalyst is CO.[Pd]. The product is [F:1][C:2]1[CH:3]=[CH:4][C:5]([CH2:6][N:7]2[C:16](=[O:17])[C:15]([C:18]3[NH:23][C:22]4[S:24][CH:25]=[C:26]([CH2:27][NH:28][S:29]([NH2:32])(=[O:31])=[O:30])[C:21]=4[S:20](=[O:43])(=[O:44])[N:19]=3)=[C:14]([OH:45])[C@H:13]3[C@@H:8]2[C@H:9]2[CH2:46][C@@H:12]3[CH2:11][CH2:10]2)=[CH:47][CH:48]=1. The yield is 0.880. (2) The reactants are [CH:1]([CH:3]1[CH2:8][CH2:7][N:6](C(OCC2C=CC=CC=2)=O)[CH2:5][CH2:4]1)=O.CN.[N+:21]([CH:23]([C:34]1[CH:39]=[CH:38][CH:37]=[CH:36][CH:35]=1)S(C1C=CC(C)=CC=1)(=O)=O)#[C-:22].[NH:40]1CCNC[CH2:41]1. The catalyst is C1COCC1.CCOC(C)=O.O. The product is [CH3:41][N:40]1[C:1]([CH:3]2[CH2:8][CH2:7][NH:6][CH2:5][CH2:4]2)=[C:23]([C:34]2[CH:35]=[CH:36][CH:37]=[CH:38][CH:39]=2)[N:21]=[CH:22]1. The yield is 0.800. (3) The catalyst is C1C=CC(/C=C/C(/C=C/C2C=CC=CC=2)=O)=CC=1.C1C=CC(/C=C/C(/C=C/C2C=CC=CC=2)=O)=CC=1.C1C=CC(/C=C/C(/C=C/C2C=CC=CC=2)=O)=CC=1.[Pd].[Pd].O1CCOCC1. The yield is 0.470. The product is [CH3:62][C:63]1[N:67]([C:36]2[N:37]=[C:38]([N:56]3[CH2:57][CH2:58][O:59][CH2:60][CH2:61]3)[C:39]3[N:44]=[C:43]([CH2:45][N:46]4[CH2:51][CH2:50][CH:49]([C:52]([OH:55])([CH3:54])[CH3:53])[CH2:48][CH2:47]4)[S:42][C:40]=3[N:41]=2)[C:66]2[CH:68]=[CH:69][CH:70]=[CH:71][C:65]=2[N:64]=1. The reactants are CC(C1C=C(C(C)C)C(C2C=CC=CC=2P(C2CCCCC2)C2CCCCC2)=C(C(C)C)C=1)C.Cl[C:36]1[N:37]=[C:38]([N:56]2[CH2:61][CH2:60][O:59][CH2:58][CH2:57]2)[C:39]2[N:44]=[C:43]([CH2:45][N:46]3[CH2:51][CH2:50][CH:49]([C:52]([OH:55])([CH3:54])[CH3:53])[CH2:48][CH2:47]3)[S:42][C:40]=2[N:41]=1.[CH3:62][C:63]1[NH:67][C:66]2[CH:68]=[CH:69][CH:70]=[CH:71][C:65]=2[N:64]=1.C(=O)([O-])[O-].[Cs+].[Cs+]. (4) The reactants are [C:1]([C:3]1[CH:4]=[CH:5][C:6]2[O:7][CH2:8][CH2:9][C:10]3[CH:16]=[C:15]([C:17]4[N:18]([C:22]5[CH:27]=[CH:26][C:25]([F:28])=[CH:24][C:23]=5[F:29])[N:19]=[CH:20][N:21]=4)[S:14][C:11]=3[C:12]=2[N:13]=1)#[N:2].OO.C(=O)([O-])[O-:33].[K+].[K+]. The catalyst is O.CS(C)=O. The product is [C:1]([C:3]1[CH:4]=[CH:5][C:6]2[O:7][CH2:8][CH2:9][C:10]3[CH:16]=[C:15]([C:17]4[N:18]([C:22]5[CH:27]=[CH:26][C:25]([F:28])=[CH:24][C:23]=5[F:29])[N:19]=[CH:20][N:21]=4)[S:14][C:11]=3[C:12]=2[N:13]=1)(=[O:33])[NH2:2]. The yield is 0.380. (5) The reactants are [CH2:1]([O:8][C:9]1[C:10]([C:30]([O:32][C:33]([CH3:36])([CH3:35])[CH3:34])=[O:31])=[N:11][C:12]([CH2:16][CH:17]2[CH2:22][CH2:21][N:20]([C:23]3[CH:28]=[CH:27][C:26](Br)=[CH:25][CH:24]=3)[CH2:19][CH2:18]2)=[N:13][C:14]=1[CH3:15])[C:2]1[CH:7]=[CH:6][CH:5]=[CH:4][CH:3]=1.Br[C:38]1[CH:52]=[CH:51][C:41]([CH2:42][O:43][Si:44]([C:47]([CH3:50])([CH3:49])[CH3:48])([CH3:46])[CH3:45])=[CH:40][C:39]=1[F:53]. No catalyst specified. The product is [CH2:1]([O:8][C:9]1[C:10]([C:30]([O:32][C:33]([CH3:36])([CH3:35])[CH3:34])=[O:31])=[N:11][C:12]([CH2:16][CH:17]2[CH2:22][CH2:21][N:20]([C:23]3[CH:28]=[CH:27][C:26]([C:38]4[CH:52]=[CH:51][C:41]([CH2:42][O:43][Si:44]([C:47]([CH3:49])([CH3:48])[CH3:50])([CH3:45])[CH3:46])=[CH:40][C:39]=4[F:53])=[CH:25][CH:24]=3)[CH2:19][CH2:18]2)=[N:13][C:14]=1[CH3:15])[C:2]1[CH:7]=[CH:6][CH:5]=[CH:4][CH:3]=1. The yield is 0.160. (6) The reactants are N1C=CC=CC=1.[CH3:7][O:8][C:9](=[O:28])[CH:10]([C:21]1[CH:26]=[CH:25][C:24]([F:27])=[CH:23][CH:22]=1)[CH:11]([C:13]1[CH:18]=[CH:17][N:16]=[C:15]([S:19][CH3:20])[N:14]=1)[OH:12]. The catalyst is C(Cl)Cl.CCOCC.[Cr]. The product is [CH3:7][O:8][C:9](=[O:28])[CH:10]([C:21]1[CH:22]=[CH:23][C:24]([F:27])=[CH:25][CH:26]=1)[C:11]([C:13]1[CH:18]=[CH:17][N:16]=[C:15]([S:19][CH3:20])[N:14]=1)=[O:12]. The yield is 0.430. (7) The reactants are [CH3:1][S:2](Cl)(=[O:4])=[O:3].[N+:6]([C:9]1[CH:15]=[CH:14][C:12]([NH2:13])=[CH:11][CH:10]=1)([O-:8])=[O:7].N1C=CC=CC=1.O. The catalyst is C(#N)C. The product is [N+:6]([C:9]1[CH:15]=[CH:14][C:12]([NH:13][S:2]([CH3:1])(=[O:4])=[O:3])=[CH:11][CH:10]=1)([O-:8])=[O:7]. The yield is 0.890.